From a dataset of Forward reaction prediction with 1.9M reactions from USPTO patents (1976-2016). Predict the product of the given reaction. (1) Given the reactants Br[CH2:2][C:3]1[C:4]([CH3:9])=[CH:5][CH:6]=[CH:7][CH:8]=1.[CH3:10][C:11]1[CH:16]=[CH:15][CH:14]=[CH:13][C:12]=1[OH:17].C(=O)([O-])[O-].[Cs+].[Cs+].Cl, predict the reaction product. The product is: [CH3:9][C:4]1[CH:5]=[CH:6][CH:7]=[CH:8][C:3]=1[CH2:2][O:17][C:12]1[CH:13]=[CH:14][CH:15]=[CH:16][C:11]=1[CH3:10]. (2) Given the reactants Cl[C:2]1[N:10]=[C:9]2[C:5]([N:6]=[CH:7][NH:8]2)=[C:4]([NH:11][CH:12]2[CH2:17][CH2:16][CH:15]([CH2:18][NH:19]C(=O)C(F)(F)F)[CH2:14][CH2:13]2)[N:3]=1.[CH3:26][C:27]1[CH:32]=[C:31]([N:33]2[CH2:38][CH2:37][O:36][CH2:35][CH2:34]2)[CH:30]=[CH:29][C:28]=1[NH2:39].CC1C=CC(S(O)(=O)=O)=CC=1.C([O-])([O-])=O.[K+].[K+], predict the reaction product. The product is: [NH2:19][CH2:18][CH:15]1[CH2:14][CH2:13][CH:12]([NH:11][C:4]2[N:3]=[C:2]([NH:39][C:28]3[CH:29]=[CH:30][C:31]([N:33]4[CH2:38][CH2:37][O:36][CH2:35][CH2:34]4)=[CH:32][C:27]=3[CH3:26])[N:10]=[C:9]3[C:5]=2[N:6]=[CH:7][NH:8]3)[CH2:17][CH2:16]1. (3) Given the reactants C1C=CC(P(C2C(C3C(P(C4C=CC=CC=4)C4C=CC=CC=4)=CC=C4C=3C=CC=C4)=C3C(C=CC=C3)=CC=2)C2C=CC=CC=2)=CC=1.[C:47]1([NH2:57])[C:56]2[C:51](=[CH:52][CH:53]=[CH:54][CH:55]=2)[CH:50]=[CH:49][CH:48]=1.[CH3:58][O:59][C:60](=[O:68])[C:61]1[CH:66]=[CH:65][C:64](Br)=[CH:63][CH:62]=1.C(=O)([O-])[O-].[Cs+].[Cs+], predict the reaction product. The product is: [C:47]1([NH:57][C:64]2[CH:65]=[CH:66][C:61]([C:60]([O:59][CH3:58])=[O:68])=[CH:62][CH:63]=2)[C:56]2[C:51](=[CH:52][CH:53]=[CH:54][CH:55]=2)[CH:50]=[CH:49][CH:48]=1. (4) The product is: [Cl:1][C:2]1[CH:7]=[CH:6][CH:5]=[CH:4][C:3]=1[N:8]1[C:17](=[O:18])[C:16]2[CH:15]=[N:14][C:13]([NH:25][C:26]3[CH:31]=[CH:30][C:29]([CH3:32])=[CH:28][CH:27]=3)=[N:12][C:11]=2[N:10]2[CH:22]=[CH:23][N:24]=[C:9]12. Given the reactants [Cl:1][C:2]1[CH:7]=[CH:6][CH:5]=[CH:4][C:3]=1[N:8]1[C:17](=[O:18])[C:16]2[C:11](=[N:12][C:13](S(C)=O)=[N:14][CH:15]=2)[N:10]2[CH:22]=[CH:23][N:24]=[C:9]12.[NH2:25][C:26]1[CH:31]=[CH:30][C:29]([CH3:32])=[CH:28][CH:27]=1.C([O-])(O)=O.[Na+], predict the reaction product. (5) The product is: [Cl:18][C:19]1[CH:27]=[CH:26][CH:25]=[CH:24][C:20]=1[C:21]([NH:16][C:11]1[CH:12]=[CH:13][CH:14]=[CH:15][C:10]=1[NH:9][C:6]1[CH:7]=[CH:8][C:3]([O:2][CH3:1])=[CH:4][C:5]=1[CH3:17])=[O:22]. Given the reactants [CH3:1][O:2][C:3]1[CH:8]=[CH:7][C:6]([NH:9][C:10]2[C:11]([NH2:16])=[CH:12][CH:13]=[CH:14][CH:15]=2)=[C:5]([CH3:17])[CH:4]=1.[Cl:18][C:19]1[CH:27]=[CH:26][CH:25]=[CH:24][C:20]=1[C:21](O)=[O:22].C(N(CC)CC)C.CCCP1(OP(CCC)(=O)OP(CCC)(=O)O1)=O, predict the reaction product. (6) Given the reactants C(OC([N:8]1[CH2:13][CH2:12][N:11]2[C:14](=[O:23])[C:15]([CH2:20][CH:21]=[CH2:22])([CH2:17][CH:18]=[CH2:19])[CH2:16][CH:10]2[CH:9]1[C:24]1[CH:29]=[CH:28][C:27]([F:30])=[CH:26][C:25]=1[CH3:31])=O)(C)(C)C.Cl.CO.[OH-].[Na+], predict the reaction product. The product is: [CH2:20]([C:15]1([CH2:17][CH:18]=[CH2:19])[C:14](=[O:23])[N:11]2[CH2:12][CH2:13][NH:8][C@@H:9]([C:24]3[CH:29]=[CH:28][C:27]([F:30])=[CH:26][C:25]=3[CH3:31])[C@@H:10]2[CH2:16]1)[CH:21]=[CH2:22]. (7) Given the reactants C(OC([N:8]1[CH2:13][CH2:12][N:11]([C:14]([C:16]2[N:24]3[C:19]([CH:20]=[CH:21][CH:22]=[CH:23]3)=[C:18]([C:25]3[CH:30]=[CH:29][CH:28]=[CH:27][CH:26]=3)[C:17]=2[CH2:31][C:32]2[CH:37]=[CH:36][CH:35]=[C:34]([F:38])[C:33]=2[CH3:39])=[O:15])[CH2:10][C@@H:9]1[CH2:40][C:41](=[O:50])[NH:42][CH2:43][CH:44]1[CH2:49][CH2:48][O:47][CH2:46][CH2:45]1)=O)(C)(C)C.Cl.O1CCOCC1, predict the reaction product. The product is: [F:38][C:34]1[C:33]([CH3:39])=[C:32]([CH:37]=[CH:36][CH:35]=1)[CH2:31][C:17]1[C:18]([C:25]2[CH:30]=[CH:29][CH:28]=[CH:27][CH:26]=2)=[C:19]2[N:24]([C:16]=1[C:14]([N:11]1[CH2:12][CH2:13][NH:8][C@@H:9]([CH2:40][C:41]([NH:42][CH2:43][CH:44]3[CH2:45][CH2:46][O:47][CH2:48][CH2:49]3)=[O:50])[CH2:10]1)=[O:15])[CH:23]=[CH:22][CH:21]=[CH:20]2. (8) Given the reactants [CH2:1]([O:13][CH2:14][C:15]([CH2:20][O:21][CH2:22][CH2:23][CH2:24][CH2:25][CH2:26][CH2:27][CH2:28][CH2:29][CH2:30][CH2:31][CH2:32][CH3:33])([CH2:18][OH:19])[CH2:16][OH:17])[CH2:2][CH2:3][CH2:4][CH2:5][CH2:6][CH2:7][CH2:8][CH2:9][CH2:10][CH2:11][CH3:12].CS(C)=O.C(Cl)(=O)C(Cl)=O, predict the reaction product. The product is: [CH2:22]([O:21][CH2:20][C:15]([CH2:14][O:13][CH2:1][CH2:2][CH2:3][CH2:4][CH2:5][CH2:6][CH2:7][CH2:8][CH2:9][CH2:10][CH2:11][CH3:12])([CH:16]=[O:17])[CH:18]=[O:19])[CH2:23][CH2:24][CH2:25][CH2:26][CH2:27][CH2:28][CH2:29][CH2:30][CH2:31][CH2:32][CH3:33].